This data is from Peptide-MHC class I binding affinity with 185,985 pairs from IEDB/IMGT. The task is: Regression. Given a peptide amino acid sequence and an MHC pseudo amino acid sequence, predict their binding affinity value. This is MHC class I binding data. (1) The peptide sequence is DEHLRGFSM. The MHC is HLA-A01:01 with pseudo-sequence HLA-A01:01. The binding affinity (normalized) is 0. (2) The peptide sequence is RFDEAIINY. The MHC is HLA-A26:01 with pseudo-sequence HLA-A26:01. The binding affinity (normalized) is 0.0847. (3) The binding affinity (normalized) is 0.628. The peptide sequence is MSDWGHITV. The MHC is HLA-A02:12 with pseudo-sequence HLA-A02:12. (4) The peptide sequence is DAKRNSKSLV. The MHC is HLA-A02:01 with pseudo-sequence HLA-A02:01. The binding affinity (normalized) is 0.0462. (5) The peptide sequence is YDQMKCKSL. The MHC is HLA-B40:02 with pseudo-sequence HLA-B40:02. The binding affinity (normalized) is 0.254. (6) The peptide sequence is ILQISQCQRI. The MHC is HLA-A02:01 with pseudo-sequence HLA-A02:01. The binding affinity (normalized) is 0.273. (7) The peptide sequence is SGVENPGGYCL. The MHC is H-2-Kb with pseudo-sequence H-2-Kb. The binding affinity (normalized) is 0.0945. (8) The peptide sequence is WAGIWGGKL. The MHC is HLA-B40:01 with pseudo-sequence HLA-B40:01. The binding affinity (normalized) is 0.0847. (9) The peptide sequence is LIKTLSPAHL. The MHC is HLA-A02:03 with pseudo-sequence HLA-A02:03. The binding affinity (normalized) is 0.457. (10) The peptide sequence is DTRAIDQFF. The MHC is HLA-A26:01 with pseudo-sequence HLA-A26:01. The binding affinity (normalized) is 0.549.